From a dataset of Peptide-MHC class I binding affinity with 185,985 pairs from IEDB/IMGT. Regression. Given a peptide amino acid sequence and an MHC pseudo amino acid sequence, predict their binding affinity value. This is MHC class I binding data. (1) The peptide sequence is IILAALFMYY. The MHC is HLA-A03:01 with pseudo-sequence HLA-A03:01. The binding affinity (normalized) is 0.397. (2) The peptide sequence is RTTTASGKL. The MHC is Mamu-A02 with pseudo-sequence Mamu-A02. The binding affinity (normalized) is 0.935. (3) The peptide sequence is DIAEHGAYY. The MHC is HLA-A31:01 with pseudo-sequence HLA-A31:01. The binding affinity (normalized) is 0.0847. (4) The peptide sequence is GTAPPPLTR. The MHC is HLA-A31:01 with pseudo-sequence HLA-A31:01. The binding affinity (normalized) is 0.872. (5) The peptide sequence is TLELNMETL. The MHC is HLA-B57:01 with pseudo-sequence HLA-B57:01. The binding affinity (normalized) is 0.0847.